This data is from Retrosynthesis with 50K atom-mapped reactions and 10 reaction types from USPTO. The task is: Predict the reactants needed to synthesize the given product. The reactants are: CC(=O)N1c2ccc(-c3ccc(CN4CCCCC4)cc3)cc2[C@H](N)C[C@@H]1C.CC(C)(C)OC(=O)OC(=O)OC(C)(C)C. Given the product CC(=O)N1c2ccc(-c3ccc(CN4CCCCC4)cc3)cc2[C@H](NC(=O)OC(C)(C)C)C[C@@H]1C, predict the reactants needed to synthesize it.